Dataset: Catalyst prediction with 721,799 reactions and 888 catalyst types from USPTO. Task: Predict which catalyst facilitates the given reaction. (1) Reactant: Cl[C:2]1[N:3]=[N:4][C:5]([N:10]2[CH2:15][CH2:14][N:13]([C:16]3[CH:21]=[CH:20][C:19]([C:22]([F:25])([F:24])[F:23])=[CH:18][N:17]=3)[CH2:12][CH2:11]2)=[C:6]([CH3:9])[C:7]=1[CH3:8].[C:26](#[N:28])[CH3:27].[Li+].C[Si]([N-][Si](C)(C)C)(C)C. Product: [CH3:8][C:7]1[C:6]([CH3:9])=[C:5]([N:10]2[CH2:15][CH2:14][N:13]([C:16]3[CH:21]=[CH:20][C:19]([C:22]([F:25])([F:24])[F:23])=[CH:18][N:17]=3)[CH2:12][CH2:11]2)[N:4]=[N:3][C:2]=1[CH2:27][C:26]#[N:28]. The catalyst class is: 11. (2) Reactant: [N:1]1([CH2:6][CH2:7][CH2:8][NH2:9])[CH:5]=[CH:4][N:3]=[CH:2]1.[NH:10]1[C:18]2[C:13](=[CH:14][C:15]([CH:19]=O)=[CH:16][CH:17]=2)[CH:12]=[CH:11]1.C([O:23][C:24](=O)[C:25](=[O:34])[CH2:26][C:27]1[CH:32]=[CH:31][C:30]([OH:33])=[CH:29][CH:28]=1)C. Product: [OH:34][C:25]1[C:24](=[O:23])[N:9]([CH2:8][CH2:7][CH2:6][N:1]2[CH:5]=[CH:4][N:3]=[CH:2]2)[CH:19]([C:15]2[CH:14]=[C:13]3[C:18](=[CH:17][CH:16]=2)[NH:10][CH:11]=[CH:12]3)[C:26]=1[C:27]1[CH:32]=[CH:31][C:30]([OH:33])=[CH:29][CH:28]=1. The catalyst class is: 8. (3) Reactant: [Cl:1][C:2]1[CH:7]=[C:6]([Cl:8])[CH:5]=[CH:4][C:3]=1[S:9][C:10]1[NH:11][C:12]2[C:17]([N:18]=1)=[C:16]([NH2:19])[N:15]=[CH:14][N:13]=2.C([O-])([O-])=O.[Cs+].[Cs+].[Br:26][CH2:27][CH:28](Br)C. Product: [Br:26][CH2:27][CH2:28][N:11]1[C:10]([S:9][C:3]2[CH:4]=[CH:5][C:6]([Cl:8])=[CH:7][C:2]=2[Cl:1])=[N:18][C:17]2[C:12]1=[N:13][CH:14]=[N:15][C:16]=2[NH2:19]. The catalyst class is: 3. (4) Reactant: [CH3:1][O:2][C:3]1[CH:8]=[CH:7][C:6]([C:9](=O)[CH:10]([C:16]2[CH:21]=[CH:20][N:19]=[CH:18][CH:17]=2)[CH2:11][C:12](OC)=[O:13])=[CH:5][CH:4]=1.O.[NH2:24][NH2:25].[K+].[Br-]. Product: [CH3:1][O:2][C:3]1[CH:8]=[CH:7][C:6]([C:9]2[CH:10]([C:16]3[CH:21]=[CH:20][N:19]=[CH:18][CH:17]=3)[CH2:11][C:12](=[O:13])[NH:24][N:25]=2)=[CH:5][CH:4]=1. The catalyst class is: 8. (5) Reactant: [CH3:1][O:2][C:3]1[N:8]=[C:7]([CH:9]=[O:10])[CH:6]=[CH:5][CH:4]=1.[BH4-].[Na+]. Product: [OH:10][CH2:9][C:7]1[CH:6]=[CH:5][CH:4]=[C:3]([O:2][CH3:1])[N:8]=1. The catalyst class is: 1. (6) Reactant: C[O:2][C:3]1[C:4]2[C:5]3[C:6]([C:25](=[O:35])[N:26]([C:28]4[CH:33]=[CH:32][CH:31]=[CH:30][C:29]=4[CH3:34])[N:27]=3)=[CH:7][N:8]([CH2:13][C:14]3[CH:19]=[CH:18][C:17]([N:20]4[CH:24]=[CH:23][CH:22]=[N:21]4)=[CH:16][CH:15]=3)[C:9]=2[CH:10]=[CH:11][CH:12]=1.B(Br)(Br)Br.C(=O)(O)[O-].[Na+]. Product: [OH:2][C:3]1[C:4]2[C:5]3[C:6]([C:25](=[O:35])[N:26]([C:28]4[CH:33]=[CH:32][CH:31]=[CH:30][C:29]=4[CH3:34])[N:27]=3)=[CH:7][N:8]([CH2:13][C:14]3[CH:19]=[CH:18][C:17]([N:20]4[CH:24]=[CH:23][CH:22]=[N:21]4)=[CH:16][CH:15]=3)[C:9]=2[CH:10]=[CH:11][CH:12]=1. The catalyst class is: 4. (7) Reactant: [Br:1][C:2]1[CH:16]=[CH:15][C:14]([N+:17]([O-:19])=[O:18])=[CH:13][C:3]=1[O:4][C:5]([CH3:12])([CH3:11])[C:6]([O:8]CC)=[O:7].C(O)C.[OH-].[Na+].Cl. Product: [Br:1][C:2]1[CH:16]=[CH:15][C:14]([N+:17]([O-:19])=[O:18])=[CH:13][C:3]=1[O:4][C:5]([CH3:12])([CH3:11])[C:6]([OH:8])=[O:7]. The catalyst class is: 7. (8) Reactant: [Cl:1][C:2]1[CH:3]=[CH:4][C:5]2[N:9]=[CH:8][N:7]([C:10]3[CH:15]=[CH:14][C:13]([N:16]([CH2:20][CH2:21][O:22]C4CCCCO4)C(=O)C)=[CH:12][CH:11]=3)[C:6]=2[CH:29]=1.Cl. Product: [ClH:1].[Cl:1][C:2]1[CH:3]=[CH:4][C:5]2[N:9]=[CH:8][N:7]([C:10]3[CH:11]=[CH:12][C:13]([NH:16][CH2:20][CH2:21][OH:22])=[CH:14][CH:15]=3)[C:6]=2[CH:29]=1. The catalyst class is: 5. (9) Reactant: Br[C:2]1[CH:3]=[CH:4][C:5]2[O:9][C:8]([CH:10]([NH:14][C:15]3[CH:20]=[CH:19][C:18]([C:21]([N:23]([CH3:31])[CH2:24][CH2:25][C:26]([O:28][CH2:29][CH3:30])=[O:27])=[O:22])=[CH:17][CH:16]=3)[CH:11]([CH3:13])[CH3:12])=[C:7]([CH3:32])[C:6]=2[CH:33]=1.[CH3:34][O:35][C:36]1[N:41]=[CH:40][C:39](B(O)O)=[CH:38][CH:37]=1.C(=O)([O-])[O-].[K+].[K+]. Product: [CH3:34][O:35][C:36]1[N:41]=[CH:40][C:39]([C:2]2[CH:3]=[CH:4][C:5]3[O:9][C:8]([CH:10]([NH:14][C:15]4[CH:16]=[CH:17][C:18]([C:21]([N:23]([CH3:31])[CH2:24][CH2:25][C:26]([O:28][CH2:29][CH3:30])=[O:27])=[O:22])=[CH:19][CH:20]=4)[CH:11]([CH3:13])[CH3:12])=[C:7]([CH3:32])[C:6]=3[CH:33]=2)=[CH:38][CH:37]=1. The catalyst class is: 80. (10) The catalyst class is: 10. Reactant: [Cl:1][C:2]1[CH:12]=[C:11]([F:13])[CH:10]=[CH:9][C:3]=1[C:4]([N:6]=[C:7]=[O:8])=[O:5].[CH3:14][O:15][C:16]1[CH:17]=[C:18]([C:25]2[NH:26][C:27]([CH2:30][C:31]([O-:33])=[O:32])=[N:28][N:29]=2)[CH:19]=[CH:20][C:21]=1[N+:22]([O-])=O. Product: [Cl:1][C:2]1[CH:12]=[C:11]([F:13])[CH:10]=[CH:9][C:3]=1[C:4]([NH:6][C:7](=[O:8])[NH:22][C:21]1[CH:20]=[CH:19][C:18]([C:25]2[NH:26][C:27]([CH2:30][C:31]([OH:33])=[O:32])=[N:28][N:29]=2)=[CH:17][C:16]=1[O:15][CH3:14])=[O:5].